From a dataset of NCI-60 drug combinations with 297,098 pairs across 59 cell lines. Regression. Given two drug SMILES strings and cell line genomic features, predict the synergy score measuring deviation from expected non-interaction effect. (1) Drug 1: CC1CCC2CC(C(=CC=CC=CC(CC(C(=O)C(C(C(=CC(C(=O)CC(OC(=O)C3CCCCN3C(=O)C(=O)C1(O2)O)C(C)CC4CCC(C(C4)OC)OCCO)C)C)O)OC)C)C)C)OC. Drug 2: CN(CC1=CN=C2C(=N1)C(=NC(=N2)N)N)C3=CC=C(C=C3)C(=O)NC(CCC(=O)O)C(=O)O. Cell line: HCT116. Synergy scores: CSS=53.0, Synergy_ZIP=3.40, Synergy_Bliss=0.0922, Synergy_Loewe=-23.8, Synergy_HSA=1.04. (2) Drug 1: CN1CCC(CC1)COC2=C(C=C3C(=C2)N=CN=C3NC4=C(C=C(C=C4)Br)F)OC. Drug 2: CC1=C2C(C(=O)C3(C(CC4C(C3C(C(C2(C)C)(CC1OC(=O)C(C(C5=CC=CC=C5)NC(=O)OC(C)(C)C)O)O)OC(=O)C6=CC=CC=C6)(CO4)OC(=O)C)OC)C)OC. Cell line: HCT-15. Synergy scores: CSS=69.9, Synergy_ZIP=7.50, Synergy_Bliss=12.6, Synergy_Loewe=-16.0, Synergy_HSA=15.5. (3) Drug 1: CC(C1=C(C=CC(=C1Cl)F)Cl)OC2=C(N=CC(=C2)C3=CN(N=C3)C4CCNCC4)N. Drug 2: C1=NC2=C(N1)C(=S)N=C(N2)N. Cell line: UO-31. Synergy scores: CSS=30.5, Synergy_ZIP=0.275, Synergy_Bliss=0.220, Synergy_Loewe=-1.11, Synergy_HSA=1.35. (4) Drug 1: CS(=O)(=O)OCCCCOS(=O)(=O)C. Drug 2: C1CN(P(=O)(OC1)NCCCl)CCCl. Cell line: UO-31. Synergy scores: CSS=-1.55, Synergy_ZIP=0.0868, Synergy_Bliss=-3.38, Synergy_Loewe=-7.28, Synergy_HSA=-5.84.